Task: Predict the reaction yield, written as a fraction of the theoretical maximum amount of product (1.0 means a 100% yield; for example, 0.34 means a 34% yield).. Dataset: Reaction yield outcomes from USPTO patents with 853,638 reactions (1) The reactants are [CH2:1]([O:3][C:4]([CH:6]1[C:15]([CH:16]=O)=[CH:14][C:13]2[C:8](=[C:9]([O:20][CH3:21])[CH:10]=[CH:11][C:12]=2[O:18][CH3:19])[O:7]1)=[O:5])C.[CH3:22][O:23][C:24](=[O:34])[C@@H:25]([NH2:33])[CH2:26][CH:27]1[CH2:32][CH2:31][CH2:30][CH2:29][CH2:28]1.CCN(C(C)C)C(C)C.C([BH3-])#N.[Na+].C(O)(=O)C. The catalyst is CO. The product is [CH3:1][O:3][C:4]([CH:6]1[C:15]([CH2:16][NH:33][C@H:25]([C:24]([O:23][CH3:22])=[O:34])[CH2:26][CH:27]2[CH2:32][CH2:31][CH2:30][CH2:29][CH2:28]2)=[CH:14][C:13]2[C:8](=[C:9]([O:20][CH3:21])[CH:10]=[CH:11][C:12]=2[O:18][CH3:19])[O:7]1)=[O:5]. The yield is 0.375. (2) The reactants are [Cl:1][C:2]1[N:7]=[C:6]([C:8]2[S:12][C:11]([CH:13]3[CH2:18][CH2:17][O:16][CH2:15][CH2:14]3)=[N:10][C:9]=2[C:19]2[C:20]([F:26])=[C:21]([CH:23]=[CH:24][CH:25]=2)[NH2:22])[CH:5]=[CH:4][N:3]=1.N1C=CC=CC=1.[F:33][C:34]1[CH:39]=[CH:38][C:37]([F:40])=[CH:36][C:35]=1[S:41](Cl)(=[O:43])=[O:42]. The catalyst is C(Cl)Cl. The product is [Cl:1][C:2]1[N:7]=[C:6]([C:8]2[S:12][C:11]([CH:13]3[CH2:18][CH2:17][O:16][CH2:15][CH2:14]3)=[N:10][C:9]=2[C:19]2[C:20]([F:26])=[C:21]([NH:22][S:41]([C:35]3[CH:36]=[C:37]([F:40])[CH:38]=[CH:39][C:34]=3[F:33])(=[O:43])=[O:42])[CH:23]=[CH:24][CH:25]=2)[CH:5]=[CH:4][N:3]=1. The yield is 0.673.